Dataset: Reaction yield outcomes from USPTO patents with 853,638 reactions. Task: Predict the reaction yield, written as a fraction of the theoretical maximum amount of product (1.0 means a 100% yield; for example, 0.34 means a 34% yield). (1) The reactants are [CH3:1][N:2]1[C:6]2[NH:7][C:8](=[O:15])[C:9]3[CH2:10][CH2:11][CH2:12][CH2:13][C:14]=3[C:5]=2[C:4]([CH:16]2[CH2:20][CH2:19][N:18](C(OCC3C=CC=CC=3)=O)[CH2:17]2)=[N:3]1. The catalyst is ClCCl.CO.[Pd]. The product is [CH3:1][N:2]1[C:6]2[NH:7][C:8](=[O:15])[C:9]3[CH2:10][CH2:11][CH2:12][CH2:13][C:14]=3[C:5]=2[C:4]([CH:16]2[CH2:20][CH2:19][NH:18][CH2:17]2)=[N:3]1. The yield is 1.00. (2) The reactants are N(C(N1CCCCC1)=O)=NC(N1CCCCC1)=O.[CH2:19]([O:21][C:22](=[O:35])[CH:23]([O:32][CH2:33][CH3:34])[CH2:24][C:25]1[CH:30]=[CH:29][C:28]([OH:31])=[CH:27][CH:26]=1)[CH3:20].[CH2:36]([O:43][C:44]1[CH:49]=[CH:48][C:47]([CH2:50][CH2:51]O)=[CH:46][CH:45]=1)[C:37]1[CH:42]=[CH:41][CH:40]=[CH:39][CH:38]=1.C1(P(C2C=CC=CC=2)C2C=CC=CC=2)C=CC=CC=1. The catalyst is ClCCl. The product is [CH2:19]([O:21][C:22](=[O:35])[CH:23]([O:32][CH2:33][CH3:34])[CH2:24][C:25]1[CH:26]=[CH:27][C:28]([O:31][CH2:51][CH2:50][C:47]2[CH:48]=[CH:49][C:44]([O:43][CH2:36][C:37]3[CH:42]=[CH:41][CH:40]=[CH:39][CH:38]=3)=[CH:45][CH:46]=2)=[CH:29][CH:30]=1)[CH3:20]. The yield is 0.750.